Dataset: Full USPTO retrosynthesis dataset with 1.9M reactions from patents (1976-2016). Task: Predict the reactants needed to synthesize the given product. Given the product [CH2:12]([N:16]([CH2:17][CH2:18][CH2:19][CH3:20])[C:8]1[C:3]([O:2][CH3:1])=[CH:4][CH:5]=[CH:6][C:7]=1[O:9][CH3:10])[CH2:13][CH2:14][CH3:15], predict the reactants needed to synthesize it. The reactants are: [CH3:1][O:2][C:3]1[CH:4]=[C:5](Br)[CH:6]=[C:7]([O:9][CH3:10])[CH:8]=1.[CH2:12]([NH:16][CH2:17][CH2:18][CH2:19][CH3:20])[CH2:13][CH2:14][CH3:15].C[Si]([N-][Si](C)(C)C)(C)C.[K+].